Dataset: Catalyst prediction with 721,799 reactions and 888 catalyst types from USPTO. Task: Predict which catalyst facilitates the given reaction. (1) Reactant: [C:1]([O:7][CH3:8])(=O)CC([O-])=O.[H-].[Na+].[H][H].[Cl:13][C:14]1[C:15](F)=[C:16]([CH:19]=[CH:20][C:21]=1F)[C:17]#[N:18].CN([CH:27]=[O:28])C. Product: [Cl:13][C:14]1[C:15]([O:28][CH3:27])=[C:16]([C:17]#[N:18])[CH:19]=[CH:20][C:21]=1[CH:1]1[O:7][CH2:8]1. The catalyst class is: 28. (2) The catalyst class is: 9. Reactant: [NH:1]1[C:10]2[C:5](=[CH:6][CH:7]=[N:8][CH:9]=2)[CH:4]=[CH:3][C:2]1=[O:11].[H-].[Na+].Br[CH2:15][CH:16]1[O:20][CH2:19][CH2:18][O:17]1.C(OCC)(=O)C. Product: [O:17]1[CH2:18][CH2:19][O:20][CH:16]1[CH2:15][N:1]1[C:10]2[C:5](=[CH:6][CH:7]=[N:8][CH:9]=2)[CH:4]=[CH:3][C:2]1=[O:11]. (3) Reactant: [Br:1][C:2]1[CH:3]=[CH:4][C:5]2[O:14][C:13]3[C:12](=[O:15])[NH:11][C:10]([CH2:16][N:17]4C(=O)C5C(=CC=CC=5)C4=O)=[N:9][C:8]=3[C:6]=2[CH:7]=1.O.NN. Product: [NH2:17][CH2:16][C:10]1[NH:11][C:12](=[O:15])[C:13]2[O:14][C:5]3[CH:4]=[CH:3][C:2]([Br:1])=[CH:7][C:6]=3[C:8]=2[N:9]=1. The catalyst class is: 1. (4) Reactant: [S:1]1[C:5]2[CH:6]=[CH:7][CH:8]=[CH:9][C:4]=2[N:3]=[C:2]1[NH:10][C:11]([N:13]1[CH:17]=[CH:16]N=C1)=S.[CH:18](N=C=NC(C)C)([CH3:20])[CH3:19].C(Cl)(Cl)Cl.[OH2:31].Cl.[CH3:33][N:34]([CH:36]=O)[CH3:35]. Product: [S:1]1[C:5]2[CH:6]=[CH:7][CH:8]=[CH:9][C:4]=2[N:3]=[C:2]1[NH:10][C:11]1[O:31][C@:16]2([CH2:35][N:34]3[CH2:36][C@@H:19]2[CH2:18][CH2:20][CH2:33]3)[CH2:17][N:13]=1. The catalyst class is: 6. (5) Reactant: [Br:1][C:2]1[CH:7]=[C:6]([NH2:8])[C:5]([NH2:9])=[C:4]([CH3:10])[CH:3]=1.[CH:11](O)=O. Product: [Br:1][C:2]1[CH:3]=[C:4]([CH3:10])[C:5]2[N:9]=[CH:11][NH:8][C:6]=2[CH:7]=1. The catalyst class is: 6. (6) Reactant: [CH3:1][O:2][C:3](=[O:29])[C:4]1[CH:9]=[CH:8][C:7]([CH2:10][N:11](C(OC(C)(C)C)=O)[C:12]([O:14][C:15]([CH3:18])([CH3:17])[CH3:16])=[O:13])=[CH:6][C:5]=1[N+:26]([O-:28])=[O:27].FC(F)(F)C(O)=O.C(=O)(O)[O-].[Na+]. Product: [CH3:1][O:2][C:3](=[O:29])[C:4]1[CH:9]=[CH:8][C:7]([CH2:10][NH:11][C:12]([O:14][C:15]([CH3:18])([CH3:16])[CH3:17])=[O:13])=[CH:6][C:5]=1[N+:26]([O-:28])=[O:27]. The catalyst class is: 2. (7) Reactant: [Br:1][C:2]1[CH:3]=[C:4](Br)[C:5]2[O:9][CH2:8][CH2:7][C:6]=2[CH:10]=1.[Li]CCCC.CN([CH:20]=[O:21])C.Cl. Product: [Br:1][C:2]1[CH:3]=[C:4]([CH:20]=[O:21])[C:5]2[O:9][CH2:8][CH2:7][C:6]=2[CH:10]=1. The catalyst class is: 134. (8) Reactant: [Br:1][C:2]1[C:7](=[O:8])[N:6]([CH2:9][C:10]([NH:12][CH2:13][C:14]2[CH:19]=[CH:18][N:17]=[CH:16][CH:15]=2)=[O:11])[N:5]=[CH:4][C:3]=1[NH:20][CH:21]1[CH2:26][CH:25]2[CH2:27][CH:23]([C:24]2([CH3:29])[CH3:28])[CH:22]1[CH2:30]O.[CH2:32]([N:34](S(F)(F)F)[CH2:35]C)C.C(=O)([O-])O.[Na+]. Product: [Br:1][C:2]1[C:7](=[O:8])[N:6]([CH2:9][C:10]([NH:12][CH2:13][C:14]2[CH:19]=[CH:18][N:17]=[CH:16][CH:15]=2)=[O:11])[N:5]=[CH:4][C:3]=1[NH:20][CH:21]1[CH2:26][CH:25]2[CH2:27][CH:23]([C:24]2([CH3:29])[CH3:28])[CH:22]1[CH2:30][N:34]([CH3:35])[CH3:32]. The catalyst class is: 4. (9) Reactant: P(O)(O)(O)=O.[CH3:6][C@@H:7]1[CH2:19][NH:18][CH2:17][C@@H:16]2[N:8]1[C:9]1[N:10]=[C:11]3[CH2:22][O:21][CH2:20][C:12]3=[CH:13][C:14]=1[CH2:15]2.[C:23](OC(=O)C)(=[O:25])[CH3:24].[OH-].[Na+]. Product: [CH3:6][C@@H:7]1[CH2:19][N:18]([C:23](=[O:25])[CH3:24])[CH2:17][C@@H:16]2[N:8]1[C:9]1[N:10]=[C:11]3[CH2:22][O:21][CH2:20][C:12]3=[CH:13][C:14]=1[CH2:15]2. The catalyst class is: 229. (10) The catalyst class is: 845. Product: [Br:1][C:18]1[C:14]2[CH:13]=[CH:12][CH:11]=[C:10]([Br:9])[C:15]=2[S:16][CH:17]=1. Reactant: [Br:1]N1C(=O)CCC1=O.[Br:9][C:10]1[C:15]2[S:16][CH:17]=[CH:18][C:14]=2[CH:13]=[CH:12][CH:11]=1.